Dataset: CYP2C19 inhibition data for predicting drug metabolism from PubChem BioAssay. Task: Regression/Classification. Given a drug SMILES string, predict its absorption, distribution, metabolism, or excretion properties. Task type varies by dataset: regression for continuous measurements (e.g., permeability, clearance, half-life) or binary classification for categorical outcomes (e.g., BBB penetration, CYP inhibition). Dataset: cyp2c19_veith. (1) The molecule is Nc1cc(C(=O)O)[nH]c(=O)n1. The result is 0 (non-inhibitor). (2) The drug is COC(=O)[C@@]1(Cc2ccccc2)[C@H]2c3cc(C(=O)N(C)C)[nH]c3C[C@H]2CN1C(=O)c1ccccc1. The result is 1 (inhibitor).